From a dataset of Full USPTO retrosynthesis dataset with 1.9M reactions from patents (1976-2016). Predict the reactants needed to synthesize the given product. (1) Given the product [Cl:1][C:2]1[N:3]=[C:4]([N:15]2[CH2:20][CH2:19][O:18][CH2:17][CH2:16]2)[C:5]2[N:10]=[C:9]([CH2:11][C:12]([N:29]3[CH2:30][CH2:31][N:26]([C:22]([CH3:25])([CH3:21])[CH2:23][OH:24])[CH2:27][CH2:28]3)=[O:14])[S:8][C:6]=2[N:7]=1, predict the reactants needed to synthesize it. The reactants are: [Cl:1][C:2]1[N:3]=[C:4]([N:15]2[CH2:20][CH2:19][O:18][CH2:17][CH2:16]2)[C:5]2[N:10]=[C:9]([CH2:11][C:12]([OH:14])=O)[S:8][C:6]=2[N:7]=1.[CH3:21][C:22]([N:26]1[CH2:31][CH2:30][NH:29][CH2:28][CH2:27]1)([CH3:25])[CH2:23][OH:24].CN(C(ON1N=NC2C=CC=NC1=2)=[N+](C)C)C.F[P-](F)(F)(F)(F)F.CCN(C(C)C)C(C)C. (2) Given the product [Cl:1][C:2]1[N:3]=[C:4]([C:9]([NH:11][C@H:12]2[CH2:17][CH2:16][N:15]([C:18]3[S:19][C:20]([C:26]([O:28][CH2:29][CH3:30])=[O:27])=[C:21]([C:23](=[O:24])[NH:40][CH3:39])[N:22]=3)[CH2:14][C@H:13]2[O:31][CH2:32][CH2:33][CH3:34])=[O:10])[NH:5][C:6]=1[CH2:7][CH3:8], predict the reactants needed to synthesize it. The reactants are: [Cl:1][C:2]1[N:3]=[C:4]([C:9]([NH:11][C@H:12]2[CH2:17][CH2:16][N:15]([C:18]3[S:19][C:20]([C:26]([O:28][CH2:29][CH3:30])=[O:27])=[C:21]([C:23](O)=[O:24])[N:22]=3)[CH2:14][C@H:13]2[O:31][CH2:32][CH2:33][CH3:34])=[O:10])[NH:5][C:6]=1[CH2:7][CH3:8].Cl.CN.C[CH2:39][N:40]=C=NCCCN(C)C.Cl.C1C=CC2N(O)N=NC=2C=1. (3) Given the product [F:1][C:2]1[CH:3]=[CH:4][C:5]([N:8]2[C:16]3[C:11](=[CH:12][C:13]([CH2:26][C:25]([CH3:33])([CH3:27])[C:24]([O:23][CH3:22])=[O:28])=[C:14]([CH:17]([CH3:19])[CH3:18])[CH:15]=3)[CH:10]=[N:9]2)=[CH:6][CH:7]=1, predict the reactants needed to synthesize it. The reactants are: [F:1][C:2]1[CH:7]=[CH:6][C:5]([N:8]2[C:16]3[C:11](=[CH:12][C:13](CO)=[C:14]([CH:17]([CH3:19])[CH3:18])[CH:15]=3)[CH:10]=[N:9]2)=[CH:4][CH:3]=1.[CH3:22][O:23][C:24]([O:28][Si](C)(C)C)=[C:25]([CH3:27])[CH3:26].[CH2:33](Cl)Cl. (4) Given the product [C:1]([CH2:4][NH:5][C:6]([C:8]1[C:9]([OH:22])=[CH:10][C:11]([C:28]2[CH:27]=[CH:26][CH:25]=[C:24]([Cl:23])[CH:29]=2)=[CH:12][N:13]=1)=[O:7])(=[O:3])[NH2:2], predict the reactants needed to synthesize it. The reactants are: [C:1]([CH2:4][NH:5][C:6]([C:8]1[N:13]=[CH:12][C:11](OS(C(F)(F)F)(=O)=O)=[CH:10][C:9]=1[OH:22])=[O:7])(=[O:3])[NH2:2].[Cl:23][C:24]1[CH:25]=[C:26](B(O)O)[CH:27]=[CH:28][CH:29]=1.[O-]P([O-])([O-])=O.[K+].[K+].[K+]. (5) Given the product [Br:23][C:24]1[C:28]([CH3:30])([CH3:29])[O:27]/[C:26](=[C:5]2/[C:6](=[O:12])[NH:7][C:8]3[C:4]/2=[CH:3][C:2]([F:1])=[C:10]([F:11])[CH:9]=3)/[CH:25]=1, predict the reactants needed to synthesize it. The reactants are: [F:1][C:2]1[CH:3]=[C:4]2[C:8](=[CH:9][C:10]=1[F:11])[NH:7][C:6](=[O:12])[CH2:5]2.[Li+].C[Si]([N-][Si](C)(C)C)(C)C.[Br:23][C:24]1[C:28]([CH3:30])([CH3:29])[O:27][C:26](=O)[CH:25]=1. (6) Given the product [CH3:11][C:6]1[C:5]2[C:9](=[CH:10][C:2]([B:12]3[O:16][C:15]([CH3:18])([CH3:17])[C:14]([CH3:20])([CH3:19])[O:13]3)=[CH:3][CH:4]=2)[NH:8][N:7]=1, predict the reactants needed to synthesize it. The reactants are: Br[C:2]1[CH:10]=[C:9]2[C:5]([C:6]([CH3:11])=[N:7][NH:8]2)=[CH:4][CH:3]=1.[B:12]1([B:12]2[O:16][C:15]([CH3:18])([CH3:17])[C:14]([CH3:20])([CH3:19])[O:13]2)[O:16][C:15]([CH3:18])([CH3:17])[C:14]([CH3:20])([CH3:19])[O:13]1.C([O-])(=O)C.[K+].C(Cl)Cl. (7) Given the product [C:1]1([N:7]([C:8]2[CH:13]=[C:12]([O:14][CH3:15])[C:11]([O:16][CH3:17])=[C:10]([O:18][CH3:19])[CH:9]=2)[C:29](=[O:30])[CH2:28][CH2:27][CH2:26][N:25]2[CH2:24][CH2:23][N:22]3[CH2:32][CH2:33][CH2:34][CH2:35][CH:21]3[CH2:20]2)[CH:2]=[CH:3][CH:4]=[CH:5][CH:6]=1, predict the reactants needed to synthesize it. The reactants are: [C:1]1([NH:7][C:8]2[CH:13]=[C:12]([O:14][CH3:15])[C:11]([O:16][CH3:17])=[C:10]([O:18][CH3:19])[CH:9]=2)[CH:6]=[CH:5][CH:4]=[CH:3][CH:2]=1.[CH2:20]1[N:25]([CH2:26][CH2:27][CH2:28][C:29](O)=[O:30])[CH2:24][CH2:23][N:22]2[CH2:32][CH2:33][CH2:34][CH2:35][CH:21]12. (8) Given the product [Cl:1][C:2]1[N:7]=[CH:6][N:5]=[C:4]([NH:8][C@H:9]2[CH2:25][C@H:12]([OH:13])[C@H:11]([CH2:16][OH:15])[CH2:10]2)[CH:3]=1, predict the reactants needed to synthesize it. The reactants are: [Cl:1][C:2]1[N:7]=[CH:6][N:5]=[C:4]([NH:8][C@H:9]2[CH2:25][C@@H:12]3[O:13]C(C4C=CC(OC)=CC=4)[O:15][CH2:16][C@@H:11]3[CH2:10]2)[CH:3]=1.N[C@@H]1C2C(=CC=CC=2)CC1. (9) Given the product [CH3:35][O:36][C:37](=[O:40])[CH2:38][N:11]([S:8]([C:5]1[CH:6]=[CH:7][C:2]([Cl:1])=[CH:3][CH:4]=1)(=[O:10])=[O:9])[C:12]1[CH:32]=[CH:31][C:15]2[N:16]([C:25]3[CH:26]=[CH:27][CH:28]=[CH:29][CH:30]=3)[C:17]([C:19]3[CH:24]=[CH:23][CH:22]=[CH:21][CH:20]=3)=[N:18][C:14]=2[CH:13]=1, predict the reactants needed to synthesize it. The reactants are: [Cl:1][C:2]1[CH:7]=[CH:6][C:5]([S:8]([NH:11][C:12]2[CH:32]=[CH:31][C:15]3[N:16]([C:25]4[CH:30]=[CH:29][CH:28]=[CH:27][CH:26]=4)[C:17]([C:19]4[CH:24]=[CH:23][CH:22]=[CH:21][CH:20]=4)=[N:18][C:14]=3[CH:13]=2)(=[O:10])=[O:9])=[CH:4][CH:3]=1.[H-].[Na+].[CH3:35][O:36][C:37](=[O:40])[CH2:38]Br.O.